From a dataset of Peptide-MHC class II binding affinity with 134,281 pairs from IEDB. Regression. Given a peptide amino acid sequence and an MHC pseudo amino acid sequence, predict their binding affinity value. This is MHC class II binding data. (1) The peptide sequence is CGMFTNRSGSQQ. The MHC is DRB1_1501 with pseudo-sequence DRB1_1501. The binding affinity (normalized) is 0. (2) The MHC is HLA-DPA10103-DPB10401 with pseudo-sequence HLA-DPA10103-DPB10401. The peptide sequence is TPESATPFPHRKGVL. The binding affinity (normalized) is 0.397. (3) The peptide sequence is LIGSKRILDEIKSID. The MHC is DRB1_0101 with pseudo-sequence DRB1_0101. The binding affinity (normalized) is 0.307. (4) The MHC is DRB1_0701 with pseudo-sequence DRB1_0701. The peptide sequence is ASMFIFDRSFTITIA. The binding affinity (normalized) is 0.387.